This data is from Catalyst prediction with 721,799 reactions and 888 catalyst types from USPTO. The task is: Predict which catalyst facilitates the given reaction. (1) Reactant: [F:1][C:2]1[C:3]([OH:27])=[CH:4][CH:5]=[C:6]2[C:11]=1[C:10]([CH3:13])([CH3:12])[C:9](=[O:14])[C:8]([C:15]([NH:17][CH2:18][C:19]([O:21][C:22]([CH3:25])([CH3:24])[CH3:23])=[O:20])=[O:16])=[C:7]2[OH:26].[C:28]([O-])([O-])=O.[K+].[K+].CI. Product: [F:1][C:2]1[C:3]([O:27][CH3:28])=[CH:4][CH:5]=[C:6]2[C:11]=1[C:10]([CH3:13])([CH3:12])[C:9](=[O:14])[C:8]([C:15]([NH:17][CH2:18][C:19]([O:21][C:22]([CH3:25])([CH3:24])[CH3:23])=[O:20])=[O:16])=[C:7]2[OH:26]. The catalyst class is: 10. (2) Reactant: [CH2:1]([C:3]1[CH:8]=[C:7]([CH3:9])[CH:6]=[C:5]([CH2:10][CH3:11])[C:4]=1[C:12](=[O:18])[C:13]([N:15]([CH3:17])[NH2:16])=[O:14])[CH3:2].[CH3:19][C:20]1[CH:25]=[CH:24][C:23]([S:26]([CH2:29][C:30](=O)[CH3:31])(=[O:28])=[O:27])=[CH:22][CH:21]=1. Product: [CH2:1]([C:3]1[CH:8]=[C:7]([CH3:9])[CH:6]=[C:5]([CH2:10][CH3:11])[C:4]=1[C:12](=[O:18])[C:13]([N:15]([CH3:17])[N:16]=[C:30]([CH3:31])[CH2:29][S:26]([C:23]1[CH:24]=[CH:25][C:20]([CH3:19])=[CH:21][CH:22]=1)(=[O:28])=[O:27])=[O:14])[CH3:2]. The catalyst class is: 11. (3) Reactant: [NH2:1][C:2]1[CH:7]=[C:6]([NH2:8])[CH:5]=[CH:4][C:3]=1[S:9]([NH:12][C:13]1[CH:14]=[CH:15][C:16]2[CH2:20][O:19][B:18]([OH:21])[C:17]=2[CH:22]=1)(=[O:11])=[O:10].[N:23]([CH2:26][CH3:27])=[C:24]=[O:25]. Product: [NH2:8][C:6]1[CH:5]=[CH:4][C:3]([S:9]([NH:12][C:13]2[CH:14]=[CH:15][C:16]3[CH2:20][O:19][B:18]([OH:21])[C:17]=3[CH:22]=2)(=[O:10])=[O:11])=[C:2]([NH:1][C:24]([NH:23][CH2:26][CH3:27])=[O:25])[CH:7]=1. The catalyst class is: 39. (4) Reactant: [F:1][C:2]1[CH:3]=[C:4]([NH2:24])[CH:5]=[CH:6][C:7]=1[O:8][C:9]1[CH:14]=[CH:13][N:12]=[C:11]2[CH:15]=[C:16]([C:18]3[N:19]=[CH:20][N:21]([CH3:23])[CH:22]=3)[S:17][C:10]=12.[CH2:25]([O:27][CH:28](O)[C:29]([F:32])([F:31])[F:30])[CH3:26].O.C1(C)C=CC(S(O)(=O)=O)=CC=1. Product: [CH2:25]([O:27][CH:28]([NH:24][C:4]1[CH:5]=[CH:6][C:7]([O:8][C:9]2[CH:14]=[CH:13][N:12]=[C:11]3[CH:15]=[C:16]([C:18]4[N:19]=[CH:20][N:21]([CH3:23])[CH:22]=4)[S:17][C:10]=23)=[C:2]([F:1])[CH:3]=1)[C:29]([F:32])([F:31])[F:30])[CH3:26]. The catalyst class is: 8.